This data is from Catalyst prediction with 721,799 reactions and 888 catalyst types from USPTO. The task is: Predict which catalyst facilitates the given reaction. (1) Product: [C:1]([O:5][C:6](=[O:27])[NH:7][CH2:8][C:9]1[CH:14]=[C:13]([O:15][C:16]2[CH:21]=[CH:20][C:19]([CH3:22])=[CH:18][C:17]=2[F:23])[CH:12]=[CH:11][C:10]=1[NH2:24])([CH3:4])([CH3:2])[CH3:3]. Reactant: [C:1]([O:5][C:6](=[O:27])[NH:7][CH2:8][C:9]1[CH:14]=[C:13]([O:15][C:16]2[CH:21]=[CH:20][C:19]([CH3:22])=[CH:18][C:17]=2[F:23])[CH:12]=[CH:11][C:10]=1[N+:24]([O-])=O)([CH3:4])([CH3:3])[CH3:2].[Cl-].[NH4+].C(O)C. The catalyst class is: 150. (2) Product: [Cl:1][C:2]1[CH:7]=[C:6]([Cl:8])[CH:5]=[CH:4][C:3]=1[C:9]1[C:14]([CH2:15][OH:16])=[C:13]([CH3:18])[N:12]=[C:11]([C:19]2[CH:20]=[CH:21][CH:22]=[CH:23][CH:24]=2)[N:10]=1. Reactant: [Cl:1][C:2]1[CH:7]=[C:6]([Cl:8])[CH:5]=[CH:4][C:3]=1[C:9]1[C:14]([C:15]([O-])=[O:16])=[C:13]([CH3:18])[N:12]=[C:11]([C:19]2[CH:24]=[CH:23][CH:22]=[CH:21][CH:20]=2)[N:10]=1.CC(C[AlH]CC(C)C)C. The catalyst class is: 1.